Dataset: Forward reaction prediction with 1.9M reactions from USPTO patents (1976-2016). Task: Predict the product of the given reaction. (1) Given the reactants C[O:2][C:3]1[CH:8]=[CH:7][C:6]([P:9](=[O:24])([C:16]2[CH:21]=[CH:20][C:19]([O:22]C)=[CH:18][CH:17]=2)[C:10]2[CH:15]=[CH:14][CH:13]=[CH:12][CH:11]=2)=[CH:5][CH:4]=1.Br.C(O)(=O)C.C, predict the reaction product. The product is: [OH:2][C:3]1[CH:8]=[CH:7][C:6]([P:9](=[O:24])([C:16]2[CH:17]=[CH:18][C:19]([OH:22])=[CH:20][CH:21]=2)[C:10]2[CH:15]=[CH:14][CH:13]=[CH:12][CH:11]=2)=[CH:5][CH:4]=1. (2) Given the reactants [C:1]1([C:7]2[CH:16]=[CH:15][C:14]3[C:9](=[CH:10][CH:11]=[CH:12][C:13]=3[N:17]3[CH2:22][CH2:21][NH:20][CH2:19][CH2:18]3)[N:8]=2)[CH:6]=[CH:5][CH:4]=[CH:3][CH:2]=1.[Cl:23][CH2:24][CH2:25][C:26]1[CH:27]=[CH:28][C:29]2[O:34][CH2:33][C:32](=[O:35])[NH:31][C:30]=2[CH:36]=1, predict the reaction product. The product is: [ClH:23].[ClH:23].[C:1]1([C:7]2[CH:16]=[CH:15][C:14]3[C:9](=[CH:10][CH:11]=[CH:12][C:13]=3[N:17]3[CH2:22][CH2:21][N:20]([CH2:24][CH2:25][C:26]4[CH:27]=[CH:28][C:29]5[O:34][CH2:33][C:32](=[O:35])[NH:31][C:30]=5[CH:36]=4)[CH2:19][CH2:18]3)[N:8]=2)[CH:2]=[CH:3][CH:4]=[CH:5][CH:6]=1. (3) Given the reactants FC(F)(F)S(O[C:7]1[CH:12]=[CH:11][C:10]([C@@H:13]2[C@@H:16]([CH2:17][CH2:18][C@@H:19]([C:21]3[CH:26]=[CH:25][C:24]([F:27])=[CH:23][CH:22]=3)[OH:20])[C:15](=[O:28])[N:14]2[C:29]2[CH:34]=[CH:33][C:32]([F:35])=[CH:31][CH:30]=2)=[CH:9][CH:8]=1)(=O)=O.[C:38]([C:41]1[CH:42]=[C:43](B(O)O)[CH:44]=[CH:45][CH:46]=1)([OH:40])=[O:39].C(=O)([O-])[O-].[K+].[K+].S(=O)(=O)(O)[O-].[Na+], predict the reaction product. The product is: [F:35][C:32]1[CH:31]=[CH:30][C:29]([N:14]2[C:15](=[O:28])[C@H:16]([CH2:17][CH2:18][C@@H:19]([C:21]3[CH:26]=[CH:25][C:24]([F:27])=[CH:23][CH:22]=3)[OH:20])[C@H:13]2[C:10]2[CH:11]=[CH:12][C:7]([C:45]3[CH:44]=[CH:43][CH:42]=[C:41]([C:38]([OH:40])=[O:39])[CH:46]=3)=[CH:8][CH:9]=2)=[CH:34][CH:33]=1. (4) Given the reactants [N+:1]([C:4]1[CH:9]=[CH:8][CH:7]=[CH:6][C:5]=1[C:10]1[S:14][C:13]([NH2:15])=[N:12][N:11]=1)([O-])=O.C(N(CC)CC)C.[CH3:23][S:24](Cl)(=[O:26])=[O:25], predict the reaction product. The product is: [NH2:1][C:4]1[CH:9]=[CH:8][CH:7]=[CH:6][C:5]=1[C:10]1[S:14][C:13]([NH:15][S:24]([CH3:23])(=[O:26])=[O:25])=[N:12][N:11]=1. (5) Given the reactants [F:1][CH2:2][CH2:3][N:4]1[CH2:9][CH2:8][N:7]([CH:10]2[CH2:15][CH2:14][N:13](C(OC(C)(C)C)=O)[CH2:12][CH2:11]2)[CH2:6][CH2:5]1, predict the reaction product. The product is: [F:1][CH2:2][CH2:3][N:4]1[CH2:9][CH2:8][N:7]([CH:10]2[CH2:15][CH2:14][NH:13][CH2:12][CH2:11]2)[CH2:6][CH2:5]1. (6) Given the reactants [Br:1][C:2]1[CH:3]=[CH:4][C:5]([NH:8][C:9]2[CH:14]=[CH:13][C:12]([O:15][CH3:16])=[CH:11][C:10]=2[NH:17][C:18](=O)[C:19]([F:22])([F:21])[F:20])=[N:6][CH:7]=1.O(C(C(F)(F)F)=O)C(C(F)(F)F)=O, predict the reaction product. The product is: [Br:1][C:2]1[CH:3]=[CH:4][C:5]([N:8]2[C:9]3[CH:14]=[CH:13][C:12]([O:15][CH3:16])=[CH:11][C:10]=3[N:17]=[C:18]2[C:19]([F:22])([F:21])[F:20])=[N:6][CH:7]=1.